This data is from Reaction yield outcomes from USPTO patents with 853,638 reactions. The task is: Predict the reaction yield, written as a fraction of the theoretical maximum amount of product (1.0 means a 100% yield; for example, 0.34 means a 34% yield). The reactants are CO.[NH3:3].Cl[C:5]1[N:10]=[CH:9][N:8]=[C:7]([NH:11][C:12]2[CH:20]=[CH:19][CH:18]=[C:17]3[C:13]=2[CH:14]=[CH:15][NH:16]3)[CH:6]=1. The catalyst is O1CCCC1. The product is [NH2:3][C:5]1[N:10]=[CH:9][N:8]=[C:7]([NH:11][C:12]2[CH:20]=[CH:19][CH:18]=[C:17]3[C:13]=2[CH:14]=[CH:15][NH:16]3)[CH:6]=1. The yield is 0.820.